Dataset: Forward reaction prediction with 1.9M reactions from USPTO patents (1976-2016). Task: Predict the product of the given reaction. (1) Given the reactants [CH2:1]([O:5][C:6]1[C:15]2[C:10](=[CH:11][CH:12]=[C:13]([C:16]#[N:17])[CH:14]=2)[C:9](=[O:18])[N:8]([CH2:19][CH:20]([CH3:22])[CH3:21])[C:7]=1[CH2:23][NH:24][C:25](=[O:31])[O:26][C:27]([CH3:30])([CH3:29])[CH3:28])[CH2:2][CH2:3][CH3:4].C(=O)([O-])[O-].[Na+].[Na+].Cl.[NH2:39][OH:40].O, predict the reaction product. The product is: [NH2:17][C:16](=[N:39][OH:40])[C:13]1[CH:14]=[C:15]2[C:10](=[CH:11][CH:12]=1)[C:9](=[O:18])[N:8]([CH2:19][CH:20]([CH3:21])[CH3:22])[C:7]([CH2:23][NH:24][C:25](=[O:31])[O:26][C:27]([CH3:28])([CH3:30])[CH3:29])=[C:6]2[O:5][CH2:1][CH2:2][CH2:3][CH3:4]. (2) Given the reactants [CH2:1]([C:4]1[CH:9]=[CH:8][CH:7]=[C:6]([C:10]([CH3:13])([CH3:12])[CH3:11])[C:5]=1[OH:14])[CH:2]=[CH2:3].C(=O)([O-])[O-].[K+].[K+].[CH2:21](Br)[C:22]1[CH:27]=[CH:26][CH:25]=[CH:24][CH:23]=1, predict the reaction product. The product is: [CH2:1]([C:4]1[CH:9]=[CH:8][CH:7]=[C:6]([C:10]([CH3:13])([CH3:12])[CH3:11])[C:5]=1[O:14][CH2:21][C:22]1[CH:27]=[CH:26][CH:25]=[CH:24][CH:23]=1)[CH:2]=[CH2:3]. (3) Given the reactants [F:1][C:2]1[CH:7]=[CH:6][C:5]([C@:8]2([CH2:32][C:33]([OH:36])([CH3:35])[CH3:34])[O:13][C:12](=[O:14])[N:11]([C@H:15]([C:17]3[CH:22]=[CH:21][C:20](B4OC(C)(C)C(C)(C)O4)=[CH:19][CH:18]=3)[CH3:16])[CH2:10][CH2:9]2)=[CH:4][CH:3]=1.Cl[C:38]1[N:39]=[N:40][C:41]([CH3:44])=[CH:42][CH:43]=1, predict the reaction product. The product is: [F:1][C:2]1[CH:3]=[CH:4][C:5]([C@:8]2([CH2:32][C:33]([OH:36])([CH3:34])[CH3:35])[O:13][C:12](=[O:14])[N:11]([C@H:15]([C:17]3[CH:22]=[CH:21][C:20]([C:38]4[N:39]=[N:40][C:41]([CH3:44])=[CH:42][CH:43]=4)=[CH:19][CH:18]=3)[CH3:16])[CH2:10][CH2:9]2)=[CH:6][CH:7]=1.